From a dataset of Forward reaction prediction with 1.9M reactions from USPTO patents (1976-2016). Predict the product of the given reaction. (1) Given the reactants Cl[CH:2]([O:4][C:5](=[O:31])[N:6]([C:15]1[CH:20]=[CH:19][C:18]([C:21](=[O:29])[C:22]2[CH:27]=[CH:26][CH:25]=[CH:24][C:23]=2[CH3:28])=[C:17]([Cl:30])[CH:16]=1)[C:7]1[CH:12]=[CH:11][C:10]([F:13])=[CH:9][C:8]=1[CH3:14])[CH3:3].[CH3:32][O:33][CH2:34][C:35]([O-:37])=[O:36].C([N+](CCCC)(CCCC)CCCC)CCC, predict the reaction product. The product is: [Cl:30][C:17]1[CH:16]=[C:15]([N:6]([C:7]2[CH:12]=[CH:11][C:10]([F:13])=[CH:9][C:8]=2[CH3:14])[C:5]([O:4][CH:2]([O:37][C:35](=[O:36])[CH2:34][O:33][CH3:32])[CH3:3])=[O:31])[CH:20]=[CH:19][C:18]=1[C:21](=[O:29])[C:22]1[CH:27]=[CH:26][CH:25]=[CH:24][C:23]=1[CH3:28]. (2) Given the reactants Br[C:2]1[CH:3]=[CH:4][CH:5]=[C:6]2[C:11]=1[N:10]=[C:9]([NH:12][C:13]([CH3:16])([CH3:15])[CH3:14])[N:8]([CH2:17][CH3:18])[C:7]2=[O:19].[CH3:20][C@@H:21]1[C:25]2[NH:26][C:27](B3OC(C)(C)C(C)(C)O3)=[CH:28][C:24]=2[C:23](=[O:38])[NH:22]1, predict the reaction product. The product is: [C:13]([NH:12][C:9]1[N:8]([CH2:17][CH3:18])[C:7](=[O:19])[C:6]2[C:11](=[C:2]([C:27]3[NH:26][C:25]4[C@@H:21]([CH3:20])[NH:22][C:23](=[O:38])[C:24]=4[CH:28]=3)[CH:3]=[CH:4][CH:5]=2)[N:10]=1)([CH3:16])([CH3:15])[CH3:14]. (3) Given the reactants [C:1]([C:5]1[CH:10]=[C:9]([S:11][C:12]([S:15][C:16]2[CH:21]=[C:20]([C:22]([CH3:25])([CH3:24])[CH3:23])[C:19]([O:26][CH2:27][CH2:28][CH:29]3[CH:33]([CH2:34][CH2:35][OH:36])[O:32]C(OCC)[O:30]3)=[C:18]([C:40]([CH3:43])([CH3:42])[CH3:41])[CH:17]=2)([CH3:14])[CH3:13])[CH:8]=[C:7]([C:44]([CH3:47])([CH3:46])[CH3:45])[C:6]=1[OH:48])([CH3:4])([CH3:3])[CH3:2].C(O)(=O)C.O, predict the reaction product. The product is: [C:40]([C:18]1[CH:17]=[C:16]([S:15][C:12]([S:11][C:9]2[CH:10]=[C:5]([C:1]([CH3:4])([CH3:3])[CH3:2])[C:6]([OH:48])=[C:7]([C:44]([CH3:47])([CH3:46])[CH3:45])[CH:8]=2)([CH3:14])[CH3:13])[CH:21]=[C:20]([C:22]([CH3:25])([CH3:24])[CH3:23])[C:19]=1[O:26][CH2:27][CH2:28][CH:29]([OH:30])[CH:33]([OH:32])[CH2:34][CH2:35][OH:36])([CH3:43])([CH3:42])[CH3:41]. (4) Given the reactants [NH2:1][CH:2]([C:6]1[CH:11]=[CH:10][C:9]([Cl:12])=[C:8]([CH3:13])[CH:7]=1)[C:3](O)=[O:4].[H-].[Al+3].[Li+].[H-].[H-].[H-], predict the reaction product. The product is: [NH2:1][CH:2]([C:6]1[CH:11]=[CH:10][C:9]([Cl:12])=[C:8]([CH3:13])[CH:7]=1)[CH2:3][OH:4]. (5) The product is: [Cl:1][C:2]1[CH:3]=[CH:4][C:5]([C:28]([F:31])([F:29])[F:30])=[C:6]([CH:27]=1)[CH2:7][N:8]1[CH2:13][CH2:12][NH:11][C:10]2[N:14]=[CH:15][C:16]([C:18]3[CH:19]=[C:20]([CH:24]=[CH:25][CH:26]=3)[C:21]([N:33]([CH2:34][C:35]3[CH:40]=[CH:39][CH:38]=[CH:37][C:36]=3[O:41][CH3:42])[CH3:32])=[O:22])=[CH:17][C:9]1=2. Given the reactants [Cl:1][C:2]1[CH:3]=[CH:4][C:5]([C:28]([F:31])([F:30])[F:29])=[C:6]([CH:27]=1)[CH2:7][N:8]1[CH2:13][CH2:12][NH:11][C:10]2[N:14]=[CH:15][C:16]([C:18]3[CH:19]=[C:20]([CH:24]=[CH:25][CH:26]=3)[C:21](O)=[O:22])=[CH:17][C:9]1=2.[CH3:32][NH:33][CH2:34][C:35]1[CH:40]=[CH:39][CH:38]=[CH:37][C:36]=1[O:41][CH3:42], predict the reaction product. (6) Given the reactants CS[C:3](SC)=[C:4]1[C:13](=[O:14])[C:12]2[C:7](=[CH:8][CH:9]=[CH:10][CH:11]=2)[N:6]([NH:15][CH2:16][CH:17]2[CH2:19][CH2:18]2)[C:5]1=[O:20].[NH2:23][C:24]1[S:25][CH:26]=[C:27]([CH2:33][O:34][CH2:35][O:36][CH3:37])[C:28]=1[S:29]([NH2:32])(=[O:31])=[O:30], predict the reaction product. The product is: [CH:17]1([CH2:16][NH:15][N:6]2[C:7]3[C:12](=[CH:11][CH:10]=[CH:9][CH:8]=3)[C:13]([OH:14])=[C:4]([C:3]3[NH:23][C:24]4[S:25][CH:26]=[C:27]([CH2:33][O:34][CH2:35][O:36][CH3:37])[C:28]=4[S:29](=[O:31])(=[O:30])[N:32]=3)[C:5]2=[O:20])[CH2:18][CH2:19]1. (7) Given the reactants [Cl-].[NH4+].[Cl:3][C:4]1[CH:9]=[C:8]([N+:10]([O-])=O)[CH:7]=[C:6]([O:13][CH2:14][CH2:15][O:16][CH2:17][CH2:18][O:19][CH2:20][CH2:21][O:22][CH3:23])[CH:5]=1, predict the reaction product. The product is: [Cl:3][C:4]1[CH:9]=[C:8]([CH:7]=[C:6]([O:13][CH2:14][CH2:15][O:16][CH2:17][CH2:18][O:19][CH2:20][CH2:21][O:22][CH3:23])[CH:5]=1)[NH2:10].